Dataset: Catalyst prediction with 721,799 reactions and 888 catalyst types from USPTO. Task: Predict which catalyst facilitates the given reaction. (1) Product: [F:11][C:3]1[CH:4]=[CH:5][C:6]([C:8]([OH:10])=[O:9])=[N:7][C:2]=1[C:18]1[CH:17]=[C:16]([O:19][CH2:20][CH2:21][CH3:22])[CH:15]=[CH:14][C:13]=1[F:12]. The catalyst class is: 462. Reactant: Br[C:2]1[N:7]=[C:6]([C:8]([OH:10])=[O:9])[CH:5]=[CH:4][C:3]=1[F:11].[F:12][C:13]1[CH:18]=[CH:17][C:16]([O:19][CH2:20][CH2:21][CH3:22])=[CH:15][C:14]=1B(O)O. (2) Reactant: C(N(CC)CC)C.[OH:8][C:9]1[C:16]([CH3:17])=[CH:15][C:12]([CH2:13][OH:14])=[CH:11][C:10]=1[CH3:18].[CH3:19][C:20]([Si:23](Cl)([CH3:25])[CH3:24])([CH3:22])[CH3:21]. Product: [Si:23]([O:14][CH2:13][C:12]1[CH:11]=[C:10]([CH3:18])[C:9]([OH:8])=[C:16]([CH3:17])[CH:15]=1)([C:20]([CH3:22])([CH3:21])[CH3:19])([CH3:25])[CH3:24]. The catalyst class is: 2.